From a dataset of Peptide-MHC class I binding affinity with 185,985 pairs from IEDB/IMGT. Regression. Given a peptide amino acid sequence and an MHC pseudo amino acid sequence, predict their binding affinity value. This is MHC class I binding data. (1) The peptide sequence is HEVHAVWPG. The MHC is HLA-A30:01 with pseudo-sequence HLA-A30:01. The binding affinity (normalized) is 0.0847. (2) The peptide sequence is TAVPWNASW. The MHC is HLA-A68:02 with pseudo-sequence HLA-A68:02. The binding affinity (normalized) is 0. (3) The peptide sequence is REVLRTELTY. The MHC is Mamu-B52 with pseudo-sequence Mamu-B52. The binding affinity (normalized) is 0.147. (4) The peptide sequence is EMPPHIYAI. The MHC is HLA-A02:03 with pseudo-sequence HLA-A02:03. The binding affinity (normalized) is 0.566. (5) The peptide sequence is WVSFNQNLEY. The binding affinity (normalized) is 0.576. The MHC is HLA-A01:01 with pseudo-sequence HLA-A01:01. (6) The binding affinity (normalized) is 0.149. The MHC is HLA-A02:01 with pseudo-sequence HLA-A02:01. The peptide sequence is TTQHWLGLL. (7) The peptide sequence is HTLESPVEF. The MHC is HLA-A03:01 with pseudo-sequence HLA-A03:01. The binding affinity (normalized) is 0.0847. (8) The peptide sequence is YVRALGDAV. The MHC is HLA-B07:02 with pseudo-sequence HLA-B07:02. The binding affinity (normalized) is 0.507. (9) The MHC is Mamu-B52 with pseudo-sequence Mamu-B52. The peptide sequence is VENVYVKF. The binding affinity (normalized) is 0.425.